Dataset: Full USPTO retrosynthesis dataset with 1.9M reactions from patents (1976-2016). Task: Predict the reactants needed to synthesize the given product. (1) Given the product [CH:31]1([CH2:30][O:29][C:22]2[CH:23]=[CH:24][C:25]([O:27][CH3:28])=[CH:26][C:21]=2[C:20]2[CH:19]=[CH:18][N:17]=[C:16]3[C:12]([C:10]([NH:9][C@H:6]4[CH2:7][CH2:8][C@@H:3]([NH:2][C:35](=[O:38])[CH2:36][CH3:37])[CH2:4][CH2:5]4)=[O:11])=[C:13]([CH3:34])[NH:14][C:15]=23)[CH2:32][CH2:33]1, predict the reactants needed to synthesize it. The reactants are: Cl.[NH2:2][C@@H:3]1[CH2:8][CH2:7][C@H:6]([NH:9][C:10]([C:12]2[C:16]3=[N:17][CH:18]=[CH:19][C:20]([C:21]4[CH:26]=[C:25]([O:27][CH3:28])[CH:24]=[CH:23][C:22]=4[O:29][CH2:30][CH:31]4[CH2:33][CH2:32]4)=[C:15]3[NH:14][C:13]=2[CH3:34])=[O:11])[CH2:5][CH2:4]1.[C:35](Cl)(=[O:38])[CH2:36][CH3:37]. (2) Given the product [F:1][C:2]1[CH:11]=[C:10]2[C:5]([CH:6]=[C:7]([C:13]3[N:14]=[CH:15][N:16]([C:19]4[CH:24]=[CH:23][CH:22]=[CH:21][N:20]=4)[CH:17]=3)[C:8](=[O:12])[O:9]2)=[CH:4][CH:3]=1, predict the reactants needed to synthesize it. The reactants are: [F:1][C:2]1[CH:11]=[C:10]2[C:5]([CH:6]=[C:7]([C:13]3[N:14]=[CH:15][NH:16][CH:17]=3)[C:8](=[O:12])[O:9]2)=[CH:4][CH:3]=1.I[C:19]1[CH:24]=[CH:23][CH:22]=[CH:21][N:20]=1.CN[C@@H]1CCCC[C@H]1NC.C([O-])([O-])=O.[Cs+].[Cs+]. (3) Given the product [C:1]([C:3]([C:11]1[S:12][C:13]([C:16]#[N:17])=[CH:14][CH:15]=1)([CH:8]([CH3:10])[CH3:9])[CH2:4][CH2:5][CH2:6][N:32]1[CH2:33][CH2:34][N:29]([CH2:28][CH2:27][O:26][C:24]2[CH:23]=[CH:22][CH:21]=[C:20]([C:18]#[N:19])[N:25]=2)[CH2:30][CH2:31]1)#[N:2], predict the reactants needed to synthesize it. The reactants are: [C:1]([C:3]([C:11]1[S:12][C:13]([C:16]#[N:17])=[CH:14][CH:15]=1)([CH:8]([CH3:10])[CH3:9])[CH2:4][CH2:5][CH2:6]I)#[N:2].[C:18]([C:20]1[N:25]=[C:24]([O:26][CH2:27][CH2:28][N:29]2[CH2:34][CH2:33][NH:32][CH2:31][CH2:30]2)[CH:23]=[CH:22][CH:21]=1)#[N:19]. (4) Given the product [S:19]1[CH:20]=[CH:21][C:22]2[C:14]([N:11]3[CH2:10][CH2:9][N:8]([C:6]([O:5][C:1]([CH3:4])([CH3:3])[CH3:2])=[O:7])[CH2:13][CH2:12]3)=[CH:15][CH:16]=[CH:17][C:18]1=2, predict the reactants needed to synthesize it. The reactants are: [C:1]([O:5][C:6]([N:8]1[CH2:13][CH2:12][N:11]([C:14]2[C:22]3[CH:21]=[C:20](C(O)=O)[S:19][C:18]=3[CH:17]=[CH:16][CH:15]=2)[CH2:10][CH2:9]1)=[O:7])([CH3:4])([CH3:3])[CH3:2]. (5) The reactants are: [CH3:1][C:2]1[CH:7]=[C:6]([N+:8]([O-])=O)[CH:5]=[C:4]([CH2:11][N:12]2[CH2:16][CH2:15][CH2:14][CH2:13]2)[C:3]=1[N:17]1[CH2:22][CH2:21][O:20][CH2:19][CH2:18]1.C([O-])=O.[NH4+]. Given the product [CH3:1][C:2]1[CH:7]=[C:6]([CH:5]=[C:4]([CH2:11][N:12]2[CH2:16][CH2:15][CH2:14][CH2:13]2)[C:3]=1[N:17]1[CH2:18][CH2:19][O:20][CH2:21][CH2:22]1)[NH2:8], predict the reactants needed to synthesize it. (6) Given the product [CH3:9][N:8]([CH3:1])[CH2:12][CH2:11][N:18]1[C:19]2[C:24](=[CH:23][C:22]([NH:26][C:44]([NH:41][C:38]3[CH:39]=[CH:40][C:35]([O:34][C:31]4[CH:30]=[CH:29][CH:28]=[CH:33][CH:32]=4)=[CH:36][CH:37]=3)=[O:45])=[CH:21][CH:20]=2)[CH:25]=[CH:17]1, predict the reactants needed to synthesize it. The reactants are: [C:1]([N:8]1[CH:12]=[CH:11]N=[CH:9]1)(N1C=CN=C1)=O.CN(C)C([C:17]1[NH:18][C:19]2[C:24]([CH:25]=1)=[CH:23][C:22]([NH2:26])=[CH:21][CH:20]=2)C.[CH:28]1[CH:33]=[CH:32][C:31]([O:34][C:35]2[CH:40]=[CH:39][C:38]([NH2:41])=[CH:37][CH:36]=2)=[CH:30][CH:29]=1.CN(C)[CH:44]=[O:45]. (7) The reactants are: Br[C:2]1[S:34][C:5]2[N:6](S(C3C=CC(C)=CC=3)(=O)=O)[N:7]=[C:8]([N:9]3[CH2:14][CH:13]4[CH2:15][CH:10]3[CH2:11][CH:12]4[O:16][CH2:17][CH2:18][N:19]3[CH2:23][CH2:22][CH2:21][CH2:20]3)[C:4]=2[C:3]=1[C:35]1[CH:40]=[CH:39][CH:38]=[CH:37][CH:36]=1.C1(P(C2C=CC=CC=2)C2C=CC=CC=2)C=CC=CC=1.C(=O)([O-])[O-].[K+].[K+]. Given the product [C:35]1([C:3]2[C:4]3[C:8]([N:9]4[CH2:14][CH:13]5[CH2:15][CH:10]4[CH2:11][CH:12]5[O:16][CH2:17][CH2:18][N:19]4[CH2:20][CH2:21][CH2:22][CH2:23]4)=[N:7][NH:6][C:5]=3[S:34][CH:2]=2)[CH:36]=[CH:37][CH:38]=[CH:39][CH:40]=1, predict the reactants needed to synthesize it.